The task is: Predict which catalyst facilitates the given reaction.. This data is from Catalyst prediction with 721,799 reactions and 888 catalyst types from USPTO. (1) Reactant: C([O:3][C:4]([C:6]1[CH:7]=[N:8][N:9]([CH:15]2[CH2:18][CH2:17][CH2:16]2)[C:10]=1[C:11]([F:14])([F:13])[F:12])=[O:5])C.[Li+].[OH-]. Product: [CH:15]1([N:9]2[C:10]([C:11]([F:12])([F:13])[F:14])=[C:6]([C:4]([OH:5])=[O:3])[CH:7]=[N:8]2)[CH2:16][CH2:17][CH2:18]1. The catalyst class is: 24. (2) Reactant: [Br-].[C:2]([CH2:5][CH2:6][CH2:7][CH2:8][P+](C1C=CC=CC=1)(C1C=CC=CC=1)C1C=CC=CC=1)([OH:4])=[O:3].[CH3:28]C(C)([O-])C.[K+].[Si:34]([O:51][CH2:52][C@@H:53]1[C@@H:60]2[C@@H:56]([O:57]C(O)[CH2:59]2)[CH2:55][C@@H:54]1[F:62])([C:47]([CH3:50])([CH3:49])[CH3:48])([C:41]1[CH:46]=[CH:45][CH:44]=[CH:43][CH:42]=1)[C:35]1[CH:40]=[CH:39][CH:38]=[CH:37][CH:36]=1.OS([O-])(=O)=O.[K+]. Product: [Si:34]([O:51][CH2:52][C@H:53]1[C@@H:54]([F:62])[CH2:55][C@H:56]([OH:57])[C@@H:60]1[CH2:59]/[CH:28]=[CH:8]\[CH2:7][CH2:6][CH2:5][C:2]([OH:4])=[O:3])([C:47]([CH3:50])([CH3:49])[CH3:48])([C:35]1[CH:36]=[CH:37][CH:38]=[CH:39][CH:40]=1)[C:41]1[CH:46]=[CH:45][CH:44]=[CH:43][CH:42]=1. The catalyst class is: 1. (3) Product: [ClH:4].[ClH:4].[ClH:4].[N:5]1[CH:6]=[CH:7][C:8]([N:11]2[CH2:27][CH2:26][CH2:25][C:13]3([CH2:17][NH:16][CH2:15][CH2:14]3)[CH2:12]2)=[CH:9][CH:10]=1. The catalyst class is: 8. Reactant: C([Cl:4])(=O)C.[N:5]1[CH:10]=[CH:9][C:8]([N:11]2[CH2:27][CH2:26][CH2:25][C:13]3([CH2:17][N:16](C(OC(C)(C)C)=O)[CH2:15][CH2:14]3)[CH2:12]2)=[CH:7][CH:6]=1. (4) Reactant: [NH2:1][C:2]1[C:3]([CH3:14])=[C:4]([CH:9]=[C:10]([Br:13])[C:11]=1[CH3:12])[C:5]([O:7][CH3:8])=[O:6].[C:15]1(=O)[CH2:19][CH2:18][CH2:17][CH2:16]1.C(O)(=O)C.C([BH3-])#N.[Na+]. Product: [Br:13][C:10]1[C:11]([CH3:12])=[C:2]([NH:1][CH:15]2[CH2:19][CH2:18][CH2:17][CH2:16]2)[C:3]([CH3:14])=[C:4]([CH:9]=1)[C:5]([O:7][CH3:8])=[O:6]. The catalyst class is: 5.